This data is from Full USPTO retrosynthesis dataset with 1.9M reactions from patents (1976-2016). The task is: Predict the reactants needed to synthesize the given product. (1) Given the product [CH3:19][O:20][C:21]1[CH:26]=[C:25]([NH:27][C:2]2[C:3]3[CH:10]=[C:9]([C:11]4[CH:16]=[CH:15][C:14]([CH2:17][OH:18])=[CH:13][CH:12]=4)[NH:8][C:4]=3[N:5]=[CH:6][N:7]=2)[CH:24]=[CH:23][N:22]=1, predict the reactants needed to synthesize it. The reactants are: Cl[C:2]1[C:3]2[CH:10]=[C:9]([C:11]3[CH:16]=[CH:15][C:14]([CH2:17][OH:18])=[CH:13][CH:12]=3)[NH:8][C:4]=2[N:5]=[CH:6][N:7]=1.[CH3:19][O:20][C:21]1[CH:26]=[C:25]([NH2:27])[CH:24]=[CH:23][N:22]=1.COC1C=C([N+]([O-])=O)C=C[N+]=1[O-].C(Cl)(Cl)Cl. (2) The reactants are: [Cl:1][C:2]1[N:3]=[C:4]2[C:9](=[CH:10][CH:11]=1)[N:8]=[CH:7][C:6]([C:12](=[O:15])[CH2:13][OH:14])=[C:5]2[NH:16][C@H:17]1[CH2:22][CH2:21][C@H:20]([CH2:23][N:24]([CH3:26])[CH3:25])[CH2:19][CH2:18]1.[Cl:27][C:28]1[CH:33]=[C:32](B2OC(C)(C)C(C)(C)O2)[CH:31]=[C:30]([Cl:43])[C:29]=1[OH:44].C1(N)C(F)=C(F)C(F)=C(N)C=1F.Cl.Cl. Given the product [ClH:1].[ClH:27].[Cl:27][C:28]1[CH:33]=[C:32]([C:2]2[N:3]=[C:4]3[C:9](=[CH:10][CH:11]=2)[N:8]=[CH:7][C:6]([C:12](=[O:15])[CH2:13][OH:14])=[C:5]3[NH:16][C@H:17]2[CH2:22][CH2:21][C@H:20]([CH2:23][N:24]([CH3:26])[CH3:25])[CH2:19][CH2:18]2)[CH:31]=[C:30]([Cl:43])[C:29]=1[OH:44], predict the reactants needed to synthesize it.